This data is from Catalyst prediction with 721,799 reactions and 888 catalyst types from USPTO. The task is: Predict which catalyst facilitates the given reaction. (1) Reactant: [NH2:1][C:2]1[CH:7]=[CH:6][C:5]([CH2:8][CH2:9][CH2:10][C:11]2[CH:16]=[CH:15][C:14]([Cl:17])=[C:13]([Cl:18])[CH:12]=2)=[CH:4][C:3]=1[OH:19].Cl[C:21]1[C:29]([N+:30]([O-:32])=[O:31])=[CH:28][C:27]([N+]([O-])=O)=[CH:26][C:22]=1[C:23]([OH:25])=[O:24].C([O-])(=O)C.[Na+].[OH-].[Na+]. Product: [Cl:18][C:13]1[CH:12]=[C:11]([CH2:10][CH2:9][CH2:8][C:5]2[CH:4]=[C:3]3[C:2](=[CH:7][CH:6]=2)[NH:1][C:26]2[C:22]([C:23]([OH:25])=[O:24])=[CH:21][C:29]([N+:30]([O-:32])=[O:31])=[CH:28][C:27]=2[O:19]3)[CH:16]=[CH:15][C:14]=1[Cl:17]. The catalyst class is: 6. (2) Reactant: C([O:5][C:6](=[O:17])[CH2:7][O:8][C:9]1[CH:14]=[CH:13][C:12]([F:15])=[CH:11][C:10]=1Br)(C)(C)C.C([O-])([O-])=O.[Na+].[Na+].[F:24][C:25]([F:37])([F:36])[O:26][C:27]1[CH:32]=[CH:31][CH:30]=[CH:29][C:28]=1B(O)O. Product: [F:15][C:12]1[CH:13]=[CH:14][C:9]([O:8][CH2:7][C:6]([OH:5])=[O:17])=[C:10]([C:28]2[CH:29]=[CH:30][CH:31]=[CH:32][C:27]=2[O:26][C:25]([F:24])([F:37])[F:36])[CH:11]=1. The catalyst class is: 57. (3) Reactant: [Cl:1][C:2]1[CH:7]=[CH:6][C:5]([C:8]2[S:16][C:15]3[C:14](=[O:17])[N:13]([C@H:18]4[CH2:27][CH2:26][C:25]5[C:20](=[CH:21][CH:22]=[C:23]([CH2:28]S(C)(=O)=O)[CH:24]=5)[CH2:19]4)[CH:12]=[N:11][C:10]=3[CH:9]=2)=[CH:4][CH:3]=1.[CH2:33]([NH:35][CH2:36][CH3:37])[CH3:34]. Product: [Cl:1][C:2]1[CH:7]=[CH:6][C:5]([C:8]2[S:16][C:15]3[C:14](=[O:17])[N:13]([C@H:18]4[CH2:27][CH2:26][C:25]5[C:20](=[CH:21][CH:22]=[C:23]([CH2:28][N:35]([CH2:36][CH3:37])[CH2:33][CH3:34])[CH:24]=5)[CH2:19]4)[CH:12]=[N:11][C:10]=3[CH:9]=2)=[CH:4][CH:3]=1. The catalyst class is: 3. (4) Reactant: [CH3:1][C:2]1[CH:7]=[CH:6][C:5]([S:8]([CH2:11][CH:12]([CH2:15][CH2:16][CH2:17][CH3:18])[CH:13]=[O:14])(=[O:10])=[O:9])=[CH:4][CH:3]=1.[C:19]1(C)[CH:24]=CC=[CH:21][CH:20]=1.CC(O)C=C.C1(C)C=CC(S(O)(=O)=O)=CC=1. Product: [CH2:15]([C:12]([CH2:11][S:8]([C:5]1[CH:4]=[CH:3][C:2]([CH3:1])=[CH:7][CH:6]=1)(=[O:10])=[O:9])([CH2:24][CH:19]=[CH:20][CH3:21])[CH:13]=[O:14])[CH2:16][CH2:17][CH3:18]. The catalyst class is: 6.